Dataset: Reaction yield outcomes from USPTO patents with 853,638 reactions. Task: Predict the reaction yield, written as a fraction of the theoretical maximum amount of product (1.0 means a 100% yield; for example, 0.34 means a 34% yield). (1) The reactants are [Br:1][C:2]1[CH:3]=[C:4]([CH3:33])[CH:5]=[C:6]2[C:11]=1[N:10]=[CH:9][N:8]([N:12]([C:20]1[CH:25]=[C:24]([Cl:26])[CH:23]=[CH:22][C:21]=1[S:27]([CH2:30][CH3:31])(=[O:29])=[O:28])C(=O)OC(C)(C)C)[C:7]2=[O:32].C(O)(C(F)(F)F)=O. The yield is 0.620. The catalyst is C(Cl)Cl. The product is [Br:1][C:2]1[CH:3]=[C:4]([CH3:33])[CH:5]=[C:6]2[C:11]=1[N:10]=[CH:9][N:8]([NH:12][C:20]1[CH:25]=[C:24]([Cl:26])[CH:23]=[CH:22][C:21]=1[S:27]([CH2:30][CH3:31])(=[O:28])=[O:29])[C:7]2=[O:32]. (2) The reactants are [F:1][C:2]1[CH:7]=[CH:6][C:5]([C@H:8]2[CH2:10][O:9]2)=[CH:4][CH:3]=1.[CH2:11]([NH2:18])[C:12]1[CH:17]=[CH:16][CH:15]=[CH:14][CH:13]=1. The catalyst is O. The product is [F:1][C:2]1[CH:7]=[CH:6][C:5]([C@H:8]([OH:9])[CH2:10][NH:18][CH2:11][C:12]2[CH:17]=[CH:16][CH:15]=[CH:14][CH:13]=2)=[CH:4][CH:3]=1. The yield is 0.570. (3) The reactants are [F:1][C:2]1[CH:3]=[N:4][CH:5]=[C:6]([CH:28]=1)[C:7]([C:9]1[CH:10]=[C:11]2[C:16](=[C:17]([C:19]([NH:21][C:22]3[S:23][CH:24]=[C:25]([CH3:27])[N:26]=3)=[O:20])[CH:18]=1)[N:15]=[CH:14][CH:13]=[CH:12]2)=[O:8].CO.[BH4-].[Na+].O. The catalyst is C1COCC1. The product is [F:1][C:2]1[CH:28]=[C:6]([CH:7]([OH:8])[C:9]2[CH:10]=[C:11]3[C:16](=[C:17]([C:19]([NH:21][C:22]4[S:23][CH:24]=[C:25]([CH3:27])[N:26]=4)=[O:20])[CH:18]=2)[N:15]=[CH:14][CH:13]=[CH:12]3)[CH:5]=[N:4][CH:3]=1. The yield is 0.420.